From a dataset of Forward reaction prediction with 1.9M reactions from USPTO patents (1976-2016). Predict the product of the given reaction. (1) Given the reactants O[CH2:2][N:3]1[CH:7]=[C:6]([C:8]([O:10][CH2:11][CH3:12])=[O:9])[C:5]([C:13]([F:16])([F:15])[F:14])=[N:4]1.S(Cl)([Cl:19])=O, predict the reaction product. The product is: [Cl:19][CH2:2][N:3]1[CH:7]=[C:6]([C:8]([O:10][CH2:11][CH3:12])=[O:9])[C:5]([C:13]([F:16])([F:15])[F:14])=[N:4]1. (2) Given the reactants CC(C)([O-])C.[K+].[NH2:7][C:8]1[N:13]=[C:12]([O:14][CH2:15][C:16](OC)=[O:17])[C:11]([C:20]2[CH:25]=[CH:24][C:23](=[O:26])[N:22]([CH:27]([CH3:29])[CH3:28])[N:21]=2)=[C:10]([C:30]2[CH:35]=[CH:34][CH:33]=[CH:32][CH:31]=2)[N:9]=1.O.C([NH2:39])=O, predict the reaction product. The product is: [NH2:7][C:8]1[N:13]=[C:12]([O:14][CH2:15][C:16]([NH2:39])=[O:17])[C:11]([C:20]2[CH:25]=[CH:24][C:23](=[O:26])[N:22]([CH:27]([CH3:28])[CH3:29])[N:21]=2)=[C:10]([C:30]2[CH:35]=[CH:34][CH:33]=[CH:32][CH:31]=2)[N:9]=1. (3) Given the reactants [CH3:1][O:2][C:3]([CH:5]1[CH2:9][C:8](=O)[CH2:7][N:6]1[CH2:11][C:12]1[CH:17]=[CH:16][CH:15]=[CH:14][CH:13]=1)=[O:4].[CH2:18]([NH2:25])[C:19]1[CH:24]=[CH:23][CH:22]=[CH:21][CH:20]=1.C(O)(=O)C.[BH-](OC(C)=O)(OC(C)=O)OC(C)=O.[Na+], predict the reaction product. The product is: [CH3:1][O:2][C:3]([CH:5]1[CH2:9][CH:8]([NH:25][CH2:18][C:19]2[CH:24]=[CH:23][CH:22]=[CH:21][CH:20]=2)[CH2:7][N:6]1[CH2:11][C:12]1[CH:17]=[CH:16][CH:15]=[CH:14][CH:13]=1)=[O:4]. (4) Given the reactants [CH2:1]([OH:6])[CH2:2][CH2:3][CH:4]=[CH2:5].Cl[C:8](Cl)([O:10]C(=O)OC(Cl)(Cl)Cl)Cl.CCN(C(C)C)C(C)C.[OH-].[Na+].[NH2:30][C@H:31]([C:36]([OH:38])=[O:37])[C:32]([CH3:35])([CH3:34])[CH3:33], predict the reaction product. The product is: [CH3:33][C:32]([CH3:35])([CH3:34])[C@@H:31]([C:36]([OH:38])=[O:37])[NH:30][C:8]([O:6][CH2:1][CH2:2][CH2:3][CH:4]=[CH2:5])=[O:10]. (5) The product is: [S:1]1[CH2:5][CH2:4][N:3]2[C:8]([CH:9]=[O:10])=[CH:11][N:6]=[C:2]12. Given the reactants [S:1]1[CH2:5][CH2:4][N:3]=[C:2]1[NH2:6].Br[C:8](=[CH:11]OC(C)C)[CH:9]=[O:10].C1(N2C(C=O)=CN=C2C)CC1, predict the reaction product. (6) Given the reactants Br[CH:2]([CH3:12])[C:3]([C:5]1[CH:10]=[CH:9][CH:8]=[C:7]([Cl:11])[CH:6]=1)=[O:4].[CH:13]1([NH2:17])[CH2:16][CH2:15][CH2:14]1.Cl.CCOC(C)=O, predict the reaction product. The product is: [CH:13]1([NH:17][CH:2]([CH3:12])[C:3]([C:5]2[CH:10]=[CH:9][CH:8]=[C:7]([Cl:11])[CH:6]=2)=[O:4])[CH2:16][CH2:15][CH2:14]1. (7) Given the reactants [CH3:1][N:2]1[CH2:7][CH2:6][N:5]([CH2:8][CH2:9][OH:10])[CH2:4][CH2:3]1.Cl[C:12]1[N:17]=[CH:16][C:15](/[C:18](/[C:28]2[CH:33]=[CH:32][C:31]([OH:34])=[CH:30][CH:29]=2)=[C:19](\[C:22]2[CH:27]=[CH:26][CH:25]=[CH:24][CH:23]=2)/[CH2:20][CH3:21])=[CH:14][CH:13]=1, predict the reaction product. The product is: [CH3:1][N:2]1[CH2:7][CH2:6][N:5]([CH2:8][CH2:9][O:10][C:12]2[N:17]=[CH:16][C:15](/[C:18](/[C:28]3[CH:29]=[CH:30][C:31]([OH:34])=[CH:32][CH:33]=3)=[C:19](\[C:22]3[CH:27]=[CH:26][CH:25]=[CH:24][CH:23]=3)/[CH2:20][CH3:21])=[CH:14][CH:13]=2)[CH2:4][CH2:3]1. (8) The product is: [CH2:1]([O:3][C:4]1[CH:9]=[CH:8][C:7]([C:16]2[CH:21]=[CH:20][C:19]([OH:22])=[C:18]([F:23])[C:17]=2[F:24])=[C:6]([F:13])[C:5]=1[F:14])[CH3:2]. Given the reactants [CH2:1]([O:3][C:4]1[CH:9]=[CH:8][C:7](B(O)O)=[C:6]([F:13])[C:5]=1[F:14])[CH3:2].Br[C:16]1[CH:21]=[CH:20][C:19]([OH:22])=[C:18]([F:23])[C:17]=1[F:24].C(=O)([O-])[O-].[Na+].[Na+].Cl, predict the reaction product.